Dataset: NCI-60 drug combinations with 297,098 pairs across 59 cell lines. Task: Regression. Given two drug SMILES strings and cell line genomic features, predict the synergy score measuring deviation from expected non-interaction effect. (1) Drug 1: C1=CN(C(=O)N=C1N)C2C(C(C(O2)CO)O)O.Cl. Drug 2: C1CN(P(=O)(OC1)NCCCl)CCCl. Cell line: CAKI-1. Synergy scores: CSS=28.9, Synergy_ZIP=0.200, Synergy_Bliss=-0.659, Synergy_Loewe=-27.5, Synergy_HSA=-0.958. (2) Drug 1: CC1OCC2C(O1)C(C(C(O2)OC3C4COC(=O)C4C(C5=CC6=C(C=C35)OCO6)C7=CC(=C(C(=C7)OC)O)OC)O)O. Drug 2: CC1=C2C(C(=O)C3(C(CC4C(C3C(C(C2(C)C)(CC1OC(=O)C(C(C5=CC=CC=C5)NC(=O)C6=CC=CC=C6)O)O)OC(=O)C7=CC=CC=C7)(CO4)OC(=O)C)O)C)OC(=O)C. Cell line: OVCAR-5. Synergy scores: CSS=33.4, Synergy_ZIP=-4.01, Synergy_Bliss=-3.48, Synergy_Loewe=-24.8, Synergy_HSA=-2.25. (3) Drug 1: CC1=C(C(=CC=C1)Cl)NC(=O)C2=CN=C(S2)NC3=CC(=NC(=N3)C)N4CCN(CC4)CCO. Drug 2: COC1=C2C(=CC3=C1OC=C3)C=CC(=O)O2. Cell line: SF-539. Synergy scores: CSS=7.58, Synergy_ZIP=-0.496, Synergy_Bliss=-0.690, Synergy_Loewe=2.51, Synergy_HSA=0.967. (4) Drug 1: CC1CCC2CC(C(=CC=CC=CC(CC(C(=O)C(C(C(=CC(C(=O)CC(OC(=O)C3CCCCN3C(=O)C(=O)C1(O2)O)C(C)CC4CCC(C(C4)OC)OCCO)C)C)O)OC)C)C)C)OC. Drug 2: CCN(CC)CCCC(C)NC1=C2C=C(C=CC2=NC3=C1C=CC(=C3)Cl)OC. Cell line: SK-MEL-2. Synergy scores: CSS=41.9, Synergy_ZIP=1.20, Synergy_Bliss=8.56, Synergy_Loewe=-1.01, Synergy_HSA=6.87. (5) Drug 1: C1=CC(=CC=C1CC(C(=O)O)N)N(CCCl)CCCl.Cl. Drug 2: CC1C(C(CC(O1)OC2CC(CC3=C2C(=C4C(=C3O)C(=O)C5=CC=CC=C5C4=O)O)(C(=O)C)O)N)O. Cell line: SR. Synergy scores: CSS=38.5, Synergy_ZIP=-13.1, Synergy_Bliss=-20.7, Synergy_Loewe=-19.5, Synergy_HSA=-17.3. (6) Drug 1: C1=CC(=CC=C1CC(C(=O)O)N)N(CCCl)CCCl.Cl. Drug 2: C(CC(=O)O)C(=O)CN.Cl. Cell line: M14. Synergy scores: CSS=-0.520, Synergy_ZIP=-3.08, Synergy_Bliss=-7.42, Synergy_Loewe=-11.7, Synergy_HSA=-9.88. (7) Drug 1: CC(CN1CC(=O)NC(=O)C1)N2CC(=O)NC(=O)C2. Drug 2: CC1OCC2C(O1)C(C(C(O2)OC3C4COC(=O)C4C(C5=CC6=C(C=C35)OCO6)C7=CC(=C(C(=C7)OC)O)OC)O)O. Cell line: HS 578T. Synergy scores: CSS=47.2, Synergy_ZIP=7.58, Synergy_Bliss=11.4, Synergy_Loewe=10.9, Synergy_HSA=14.9. (8) Drug 1: CN1CCC(CC1)COC2=C(C=C3C(=C2)N=CN=C3NC4=C(C=C(C=C4)Br)F)OC. Drug 2: CCCS(=O)(=O)NC1=C(C(=C(C=C1)F)C(=O)C2=CNC3=C2C=C(C=N3)C4=CC=C(C=C4)Cl)F. Cell line: SF-268. Synergy scores: CSS=-1.81, Synergy_ZIP=4.42, Synergy_Bliss=1.86, Synergy_Loewe=-0.238, Synergy_HSA=-2.29. (9) Synergy scores: CSS=6.56, Synergy_ZIP=-3.56, Synergy_Bliss=-0.199, Synergy_Loewe=-10.1, Synergy_HSA=-1.51. Cell line: UACC62. Drug 1: C1C(C(OC1N2C=C(C(=O)NC2=O)F)CO)O. Drug 2: CS(=O)(=O)CCNCC1=CC=C(O1)C2=CC3=C(C=C2)N=CN=C3NC4=CC(=C(C=C4)OCC5=CC(=CC=C5)F)Cl.